Regression/Classification. Given a drug SMILES string, predict its toxicity properties. Task type varies by dataset: regression for continuous values (e.g., LD50, hERG inhibition percentage) or binary classification for toxic/non-toxic outcomes (e.g., AMES mutagenicity, cardiotoxicity, hepatotoxicity). Dataset: ld50_zhu. From a dataset of Acute oral toxicity (LD50) regression data from Zhu et al.. (1) The molecule is CCCCCOC(CBr)c1ccc(C2CCCC2)cc1. The rat oral LD50 is 3.13, given as -log10 of the dose in mol/kg body weight (higher means more acutely toxic). (2) The molecule is CC(Cl)CCC(C)Cl. The rat oral LD50 is 1.59, given as -log10 of the dose in mol/kg body weight (higher means more acutely toxic). (3) The compound is CCOP(=O)(OCC)OC(=C(Br)Br)c1ccc(Cl)cc1Cl. The rat oral LD50 is 3.79, given as -log10 of the dose in mol/kg body weight (higher means more acutely toxic). (4) The compound is Cc1cc(N)n(-c2ccccc2)n1. The rat oral LD50 is 1.84, given as -log10 of the dose in mol/kg body weight (higher means more acutely toxic). (5) The drug is CCOCCOCCOc1ccccc1. The rat oral LD50 is 1.99, given as -log10 of the dose in mol/kg body weight (higher means more acutely toxic). (6) The rat oral LD50 is 2.06, given as -log10 of the dose in mol/kg body weight (higher means more acutely toxic). The compound is CC(=O)OC1CCC(N2CCCCC2)CC1. (7) The molecule is c1ccc(C2(c3ccccc3)COC(c3ccccc3)(C3CCCCN3)OC2)cc1. The rat oral LD50 is 3.12, given as -log10 of the dose in mol/kg body weight (higher means more acutely toxic). (8) The molecule is Cc1ccc(C)c(C)c1. The rat oral LD50 is 1.38, given as -log10 of the dose in mol/kg body weight (higher means more acutely toxic). (9) The rat oral LD50 is 1.83, given as -log10 of the dose in mol/kg body weight (higher means more acutely toxic). The molecule is O=C(O)c1cc(Cl)cc([N+](=O)[O-])c1Cl.